This data is from Reaction yield outcomes from USPTO patents with 853,638 reactions. The task is: Predict the reaction yield, written as a fraction of the theoretical maximum amount of product (1.0 means a 100% yield; for example, 0.34 means a 34% yield). (1) The reactants are [Br:1][C:2]1[CH:7]=[CH:6][C:5]([CH2:8][C:9](N)=[O:10])=[C:4]([F:12])[CH:3]=1.[OH-:13].[Na+]. No catalyst specified. The product is [Br:1][C:2]1[CH:7]=[CH:6][C:5]([CH2:8][C:9]([OH:13])=[O:10])=[C:4]([F:12])[CH:3]=1. The yield is 0.380. (2) The reactants are Br[C:2]1[CH:3]=[N:4][CH:5]=[CH:6][C:7]=1[CH2:8][OH:9].[CH:10]([N:13]1[C:17](B2OC(C)(C)C(C)(C)O2)=[CH:16][CH:15]=[N:14]1)([CH3:12])[CH3:11].C([O-])([O-])=O.[K+].[K+].O1CCOCC1. The catalyst is C1C=CC(P(C2C=CC=CC=2)[C-]2C=CC=C2)=CC=1.C1C=CC(P(C2C=CC=CC=2)[C-]2C=CC=C2)=CC=1.Cl[Pd]Cl.[Fe+2].O. The product is [CH:10]([N:13]1[C:17]([C:2]2[CH:3]=[N:4][CH:5]=[CH:6][C:7]=2[CH2:8][OH:9])=[CH:16][CH:15]=[N:14]1)([CH3:12])[CH3:11]. The yield is 0.430.